This data is from Catalyst prediction with 721,799 reactions and 888 catalyst types from USPTO. The task is: Predict which catalyst facilitates the given reaction. (1) Reactant: [CH3:1][S:2]([Cl:5])(=[O:4])=[O:3].[Cl:6][C:7]1[CH:12]=[CH:11][CH:10]=[CH:9][C:8]=1[CH2:13][CH2:14][N:15]([CH3:33])[CH2:16][CH2:17][CH2:18][CH2:19][C:20]([C:22]1[CH:32]=[CH:31][C:25]2[CH2:26][CH2:27][NH:28][CH2:29][CH2:30][C:24]=2[CH:23]=1)=[O:21].C(N(CC)CC)C.O. Product: [ClH:5].[Cl:6][C:7]1[CH:12]=[CH:11][CH:10]=[CH:9][C:8]=1[CH2:13][CH2:14][N:15]([CH3:33])[CH2:16][CH2:17][CH2:18][CH2:19][C:20]([C:22]1[CH:32]=[CH:31][C:25]2[CH2:26][CH2:27][N:28]([S:2]([CH3:1])(=[O:4])=[O:3])[CH2:29][CH2:30][C:24]=2[CH:23]=1)=[O:21]. The catalyst class is: 7. (2) Product: [NH2:29][C:30]1[C:35]([C:36]#[N:37])=[CH:34][CH:33]=[C:32]([NH:38][CH2:39][CH2:40][NH:41][C:3]2[N:8]3[N:9]=[C:10]([CH:12]4[CH2:13][CH2:14][N:15]([CH3:18])[CH2:16][CH2:17]4)[N:11]=[C:7]3[CH:6]=[C:5]([C:19]3[CH:24]=[CH:23][C:22]([Cl:25])=[CH:21][C:20]=3[Cl:26])[N:4]=2)[N:31]=1. Reactant: Cl.Cl[C:3]1[N:8]2[N:9]=[C:10]([CH:12]3[CH2:17][CH2:16][N:15]([CH3:18])[CH2:14][CH2:13]3)[N:11]=[C:7]2[CH:6]=[C:5]([C:19]2[CH:24]=[CH:23][C:22]([Cl:25])=[CH:21][C:20]=2[Cl:26])[N:4]=1.Cl.Cl.[NH2:29][C:30]1[C:35]([C:36]#[N:37])=[CH:34][CH:33]=[C:32]([NH:38][CH2:39][CH2:40][NH2:41])[N:31]=1.C(N(CC)C(C)C)(C)C. The catalyst class is: 16. (3) Reactant: [F:1][C:2]([F:17])([F:16])[C:3]1[CH:4]=[C:5]([CH:9]=[C:10]([C:12]([F:15])([F:14])[F:13])[CH:11]=1)[C:6]([OH:8])=O.[CH3:18][CH2:19]N(C(C)C)C(C)C.NC[C@H]1CC[C@H](CN[C:37](=[O:43])[O:38][C:39]([CH3:42])([CH3:41])[CH3:40])CC1.CN(C(O[N:52]1N=N[C:54]2[CH:55]=[CH:56][CH:57]=[N:58][C:53]1=2)=[N+](C)C)C.F[P-](F)(F)(F)(F)F. Product: [F:16][C:2]([F:1])([F:17])[C:3]1[CH:4]=[C:5]([CH:9]=[C:10]([C:12]([F:15])([F:14])[F:13])[CH:11]=1)[C:6]([NH:52][CH2:53][C@H:54]1[CH2:55][CH2:56][C@H:57]([NH:58][C:37](=[O:43])[O:38][C:39]([CH3:42])([CH3:41])[CH3:40])[CH2:19][CH2:18]1)=[O:8]. The catalyst class is: 2. (4) Reactant: Br[C:2]1[C:13]([C:14]2[CH:19]=[CH:18][C:17]([C:20]3([NH:24][C:25](=[O:31])[O:26][C:27]([CH3:30])([CH3:29])[CH3:28])[CH2:23][CH2:22][CH2:21]3)=[CH:16][CH:15]=2)=[N:12][C:5]2[O:6][CH2:7][C:8](=[O:11])[N:9]([CH3:10])[C:4]=2[CH:3]=1.[N:32]1[CH:37]=[CH:36][CH:35]=[C:34](B(O)O)[CH:33]=1.C1(P(C2C=CC=CC=2)C2C=CC=CC=2)C=CC=CC=1.[F-].[Cs+]. Product: [CH3:10][N:9]1[C:8](=[O:11])[CH2:7][O:6][C:5]2[N:12]=[C:13]([C:14]3[CH:19]=[CH:18][C:17]([C:20]4([NH:24][C:25](=[O:31])[O:26][C:27]([CH3:30])([CH3:29])[CH3:28])[CH2:23][CH2:22][CH2:21]4)=[CH:16][CH:15]=3)[C:2]([C:34]3[CH:33]=[N:32][CH:37]=[CH:36][CH:35]=3)=[CH:3][C:4]1=2. The catalyst class is: 848. (5) Reactant: [NH2:1][CH2:2][C:3]1([C:9]2[CH:22]=[CH:21][C:12]([O:13][CH2:14][CH2:15][CH2:16][N:17]([CH2:19][CH3:20])[CH3:18])=[CH:11][CH:10]=2)[CH2:8][CH2:7][O:6][CH2:5][CH2:4]1.Br[CH2:24][CH2:25][O:26][CH2:27][CH2:28]Br.C(=O)([O-])[O-].[K+].[K+]. Product: [CH2:19]([N:17]([CH3:18])[CH2:16][CH2:15][CH2:14][O:13][C:12]1[CH:21]=[CH:22][C:9]([C:3]2([CH2:2][N:1]3[CH2:28][CH2:27][O:26][CH2:25][CH2:24]3)[CH2:8][CH2:7][O:6][CH2:5][CH2:4]2)=[CH:10][CH:11]=1)[CH3:20]. The catalyst class is: 10. (6) Reactant: C1COCC1.Cl[CH2:7][C:8]1[S:16][C:15]2[C:14]([C:17]3[CH:18]=[C:19]([CH:25]=[CH:26][CH:27]=3)[C:20]([O:22][CH2:23][CH3:24])=[O:21])=[N:13][CH:12]=[N:11][C:10]=2[CH:9]=1.[F:28][C:29]([F:40])([F:39])[C:30]1[CH:31]=[C:32](B(O)O)[CH:33]=[CH:34][CH:35]=1.C(=O)([O-])[O-].[Cs+].[Cs+]. Product: [F:28][C:29]([F:40])([F:39])[C:30]1[CH:35]=[C:34]([CH:33]=[CH:32][CH:31]=1)[CH2:7][C:8]1[S:16][C:15]2[C:14]([C:17]3[CH:18]=[C:19]([CH:25]=[CH:26][CH:27]=3)[C:20]([O:22][CH2:23][CH3:24])=[O:21])=[N:13][CH:12]=[N:11][C:10]=2[CH:9]=1. The catalyst class is: 6. (7) Reactant: Br[C:2]1[S:3][C:4]([C:7]2[N:8]=[N:9][N:10]([CH2:12][C:13]([O:15][C:16]([CH3:19])([CH3:18])[CH3:17])=[O:14])[N:11]=2)=[CH:5][N:6]=1.Cl.[F:21][C:22]([F:38])([F:37])[C:23]1[CH:28]=[CH:27][CH:26]=[CH:25][C:24]=1[N:29]1[CH2:36][CH:35]2[CH:31]([CH2:32][NH:33][CH2:34]2)[CH2:30]1.CCN(C(C)C)C(C)C. Product: [F:37][C:22]([F:21])([F:38])[C:23]1[CH:28]=[CH:27][CH:26]=[CH:25][C:24]=1[N:29]1[CH2:30][CH:31]2[CH2:32][N:33]([C:2]3[S:3][C:4]([C:7]4[N:8]=[N:9][N:10]([CH2:12][C:13]([O:15][C:16]([CH3:19])([CH3:18])[CH3:17])=[O:14])[N:11]=4)=[CH:5][N:6]=3)[CH2:34][CH:35]2[CH2:36]1. The catalyst class is: 37. (8) Reactant: C(OC([N:8]1[CH2:13][CH2:12][CH:11]([NH:14][C:15]2[C:24]3[C:19](=[CH:20][CH:21]=[CH:22][CH:23]=3)[CH:18]=[C:17]([Cl:25])[N:16]=2)[CH2:10][CH2:9]1)=O)(C)(C)C. Product: [ClH:25].[ClH:25].[Cl:25][C:17]1[N:16]=[C:15]([NH:14][CH:11]2[CH2:12][CH2:13][NH:8][CH2:9][CH2:10]2)[C:24]2[C:19]([CH:18]=1)=[CH:20][CH:21]=[CH:22][CH:23]=2. The catalyst class is: 89.